Task: Predict the product of the given reaction.. Dataset: Forward reaction prediction with 1.9M reactions from USPTO patents (1976-2016) (1) Given the reactants [CH3:1][C:2]([N:5]1[CH:9]=[CH:8][C:7]([C:10]([O:12][CH2:13][CH3:14])=[O:11])=[N:6]1)([CH3:4])[CH3:3].[Br:15]N1C(=O)CCC1=O, predict the reaction product. The product is: [Br:15][C:8]1[C:7]([C:10]([O:12][CH2:13][CH3:14])=[O:11])=[N:6][N:5]([C:2]([CH3:1])([CH3:3])[CH3:4])[CH:9]=1. (2) Given the reactants [CH3:1][C:2]1[CH:9]=[CH:8][CH:7]=[CH:6][C:3]=1[CH:4]=O.[CH3:10][C:11]([CH3:13])=[O:12].[OH-].[Na+].O, predict the reaction product. The product is: [CH3:1][C:2]1[CH:9]=[CH:8][CH:7]=[CH:6][C:3]=1[CH:4]=[CH:10][C:11](=[O:12])[CH:13]=[CH:1][C:2]1[CH:9]=[CH:8][CH:7]=[CH:6][C:3]=1[CH3:4]. (3) Given the reactants [O:1]=[C:2]1[C:10]2[C:5](=[CH:6][CH:7]=[CH:8][CH:9]=2)[C:4](=[O:11])[N:3]1[CH2:12][C:13]([OH:15])=O.C(Cl)(=O)C([Cl:19])=O, predict the reaction product. The product is: [O:1]=[C:2]1[C:10]2[C:5](=[CH:6][CH:7]=[CH:8][CH:9]=2)[C:4](=[O:11])[N:3]1[CH2:12][C:13]([Cl:19])=[O:15].